From a dataset of Forward reaction prediction with 1.9M reactions from USPTO patents (1976-2016). Predict the product of the given reaction. (1) Given the reactants [Cl:1][C:2]1[CH:7]=[CH:6][C:5]([N:8]2[CH2:13][CH2:12][C:11](=O)[CH2:10][CH2:9]2)=[CH:4][C:3]=1[NH:15][C@@H:16]([C:18]1[CH:23]=[CH:22][C:21]([Cl:24])=[CH:20][C:19]=1[Cl:25])[CH3:17].[C:26]([O:30][C:31]([NH:33][CH:34]1[CH2:38][CH2:37][NH:36][CH2:35]1)=[O:32])([CH3:29])([CH3:28])[CH3:27].[BH-](OC(C)=O)(OC(C)=O)OC(C)=O.[Na+], predict the reaction product. The product is: [Cl:1][C:2]1[CH:7]=[CH:6][C:5]([N:8]2[CH2:13][CH2:12][CH:11]([N:36]3[CH2:37][CH2:38][CH:34]([NH:33][C:31](=[O:32])[O:30][C:26]([CH3:28])([CH3:27])[CH3:29])[CH2:35]3)[CH2:10][CH2:9]2)=[CH:4][C:3]=1[NH:15][C@@H:16]([C:18]1[CH:23]=[CH:22][C:21]([Cl:24])=[CH:20][C:19]=1[Cl:25])[CH3:17]. (2) Given the reactants [Cl:1][C:2]1[CH:3]=[C:4]([CH:8]=[CH:9][CH:10]=1)[C:5]([NH2:7])=[NH:6].Br[CH2:12][C:13]([C:15]1[CH:16]=[N:17][C:18]([Br:21])=[CH:19][CH:20]=1)=O, predict the reaction product. The product is: [Br:21][C:18]1[CH:19]=[CH:20][C:15]([C:13]2[N:6]=[C:5]([C:4]3[CH:8]=[CH:9][CH:10]=[C:2]([Cl:1])[CH:3]=3)[NH:7][CH:12]=2)=[CH:16][N:17]=1. (3) Given the reactants C(O)(=O)C.[CH:5]1([C:8]2[CH:9]=[C:10]([CH:13]=[O:14])[S:11][CH:12]=2)[CH2:7][CH2:6]1.[I:15]N1C(=O)CCC1=O, predict the reaction product. The product is: [CH:5]1([C:8]2[CH:9]=[C:10]([CH:13]=[O:14])[S:11][C:12]=2[I:15])[CH2:7][CH2:6]1. (4) Given the reactants [Cl:1][C:2]1[CH:3]=[CH:4][C:5]2[O:9][C:8]([SH:10])=[C:7]([CH3:11])[C:6]=2[CH:12]=1.Cl[C:14]1[N:15]=[N:16][C:17](OC)=[CH:18][CH:19]=1.C(=O)([O-])[O-].[K+].[K+], predict the reaction product. The product is: [Cl:1][C:2]1[CH:3]=[CH:4][C:5]2[O:9][C:8]([S:10][C:17]3[N:16]=[N:15][CH:14]=[CH:19][CH:18]=3)=[C:7]([CH3:11])[C:6]=2[CH:12]=1. (5) Given the reactants [C:1]([N:4]1[C:13]2[C:8](=[CH:9][C:10]([C:14]([O:16]CC)=[O:15])=[CH:11][CH:12]=2)[C@H:7]([NH:19][C:20]([O:22][CH2:23][C:24]2[CH:29]=[CH:28][CH:27]=[CH:26][CH:25]=2)=[O:21])[C@@H:6]([CH3:30])[C@@H:5]1[CH3:31])(=[O:3])[CH3:2].[OH-].[Li+].O.Cl, predict the reaction product. The product is: [C:1]([N:4]1[C:13]2[C:8](=[CH:9][C:10]([C:14]([OH:16])=[O:15])=[CH:11][CH:12]=2)[C@H:7]([NH:19][C:20]([O:22][CH2:23][C:24]2[CH:29]=[CH:28][CH:27]=[CH:26][CH:25]=2)=[O:21])[C@@H:6]([CH3:30])[C@@H:5]1[CH3:31])(=[O:3])[CH3:2]. (6) Given the reactants [F:1][C:2]1[CH:10]=[CH:9][C:8]([I:11])=[CH:7][C:3]=1[C:4]([OH:6])=O.S(Cl)(Cl)=O.C(N(CC)CC)C.[CH3:23][N:24]([CH3:32])/[CH:25]=[CH:26]\[C:27]([O:29][CH2:30][CH3:31])=[O:28], predict the reaction product. The product is: [CH3:23][N:24]([CH3:32])/[CH:25]=[C:26](/[C:4](=[O:6])[C:3]1[CH:7]=[C:8]([I:11])[CH:9]=[CH:10][C:2]=1[F:1])\[C:27]([O:29][CH2:30][CH3:31])=[O:28]. (7) Given the reactants [F:1][C:2]1[CH:7]=[C:6]([NH:8][C:9]2[NH:13][N:12]=[C:11]([NH2:14])[N:10]=2)[CH:5]=[C:4]([C:15]([F:18])([F:17])[F:16])[C:3]=1[C:19]1[CH:24]=[CH:23][C:22](S(C)(=O)=O)=[CH:21][CH:20]=1.CC1(C)C(C)(C)OB(C2C=C[C:40]([S:43](C)(=[O:45])=[O:44])=CC=2)O1, predict the reaction product. The product is: [F:1][C:2]1[CH:7]=[C:6]([NH:8][C:9]2[NH:13][N:12]=[C:11]([NH2:14])[N:10]=2)[CH:5]=[C:4]([C:15]([F:16])([F:17])[F:18])[C:3]=1[C:19]1[CH:24]=[CH:23][CH:22]=[C:21]([S:43]([CH3:40])(=[O:45])=[O:44])[CH:20]=1.